The task is: Predict the reactants needed to synthesize the given product.. This data is from Full USPTO retrosynthesis dataset with 1.9M reactions from patents (1976-2016). (1) Given the product [NH2:26][CH:16]([C:17]([N:19]1[CH2:23][CH2:22][CH2:21][CH:20]1[C:24]#[N:25])=[O:18])[CH2:15][CH2:14][C:13]([NH:12][C:9]1[CH:10]=[CH:11][C:6]([CH2:5][CH:4]([NH:28][C:29](=[O:43])[CH:30]([CH2:38][SH:39])[CH2:31][C:32]2[CH:33]=[CH:34][CH:35]=[CH:36][CH:37]=2)[C:3]([OH:44])=[O:2])=[CH:7][CH:8]=1)=[O:27], predict the reactants needed to synthesize it. The reactants are: C[O:2][C:3](=[O:44])[CH:4]([NH:28][C:29](=[O:43])[CH:30]([CH2:38][S:39]C(=O)C)[CH2:31][C:32]1[CH:37]=[CH:36][CH:35]=[CH:34][CH:33]=1)[CH2:5][C:6]1[CH:11]=[CH:10][C:9]([NH:12][C:13](=[O:27])[CH2:14][CH2:15][CH:16]([NH2:26])[C:17]([N:19]2[CH2:23][CH2:22][CH2:21][CH:20]2[C:24]#[N:25])=[O:18])=[CH:8][CH:7]=1.[Li+].[OH-]. (2) The reactants are: [C:1]([C:3]1[CH:8]=[CH:7][CH:6]=[CH:5][C:4]=1[C:9]1[CH:14]=[CH:13][C:12]([CH2:15][C:16]2[C:17](=[O:43])[N:18]([C@H:29]3[CH2:34][CH2:33][C@H:32]([O:35][CH2:36][C:37](N(OC)C)=[O:38])[CH2:31][CH2:30]3)[C:19]3[N:20]([N:25]=[C:26]([CH3:28])[N:27]=3)[C:21]=2[CH2:22][CH2:23][CH3:24])=[CH:11][CH:10]=1)#[N:2].[CH2:44]([Mg]Br)[CH3:45].Cl. Given the product [CH3:28][C:26]1[N:27]=[C:19]2[N:18]([C@H:29]3[CH2:30][CH2:31][C@H:32]([O:35][CH2:36][C:37](=[O:38])[CH2:44][CH3:45])[CH2:33][CH2:34]3)[C:17](=[O:43])[C:16]([CH2:15][C:12]3[CH:13]=[CH:14][C:9]([C:4]4[C:3]([C:1]#[N:2])=[CH:8][CH:7]=[CH:6][CH:5]=4)=[CH:10][CH:11]=3)=[C:21]([CH2:22][CH2:23][CH3:24])[N:20]2[N:25]=1, predict the reactants needed to synthesize it. (3) Given the product [CH3:28][O:27][C:24]1[CH:23]=[CH:22][C:21]([CH2:20][N:19]([CH2:38][C:39]2[CH:44]=[CH:43][C:42]([O:45][CH3:46])=[CH:41][CH:40]=2)[C:14]2[C:15]([C:17]#[N:18])=[N:16][C:11]([C:6]3[CH:7]=[CH:8][C:9](=[O:10])[N:4]([CH:1]([CH3:3])[CH3:2])[N:5]=3)=[C:12]([C:29]3[CH:34]=[CH:33][CH:32]=[CH:31][CH:30]=3)[N:13]=2)=[CH:26][CH:25]=1, predict the reactants needed to synthesize it. The reactants are: [CH:1]([N:4]1[C:9](=[O:10])[CH:8]=[CH:7][C:6]([C:11]2[N:16]=[C:15]([C:17]#[N:18])[C:14]([NH:19][CH2:20][C:21]3[CH:26]=[CH:25][C:24]([O:27][CH3:28])=[CH:23][CH:22]=3)=[N:13][C:12]=2[C:29]2[CH:34]=[CH:33][CH:32]=[CH:31][CH:30]=2)=[N:5]1)([CH3:3])[CH3:2].[H-].[Na+].Cl[CH2:38][C:39]1[CH:44]=[CH:43][C:42]([O:45][CH3:46])=[CH:41][CH:40]=1.O. (4) Given the product [CH3:22][N:7]1[C:6]2=[C:5]3[CH:29]([C:27]4[O:28][C:24]([CH3:23])=[CH:25][CH:26]=4)[NH:1][CH2:2][CH2:3][N:4]3[C:12]([C:13]3[CH:18]=[CH:17][CH:16]=[CH:15][CH:14]=3)=[C:11]2[C:10](=[O:19])[N:9]([CH3:20])[C:8]1=[O:21], predict the reactants needed to synthesize it. The reactants are: [NH2:1][CH2:2][CH2:3][N:4]1[C:12]([C:13]2[CH:18]=[CH:17][CH:16]=[CH:15][CH:14]=2)=[C:11]2[C:6]([N:7]([CH3:22])[C:8](=[O:21])[N:9]([CH3:20])[C:10]2=[O:19])=[CH:5]1.[CH3:23][C:24]1[O:28][C:27]([CH:29]=O)=[CH:26][CH:25]=1. (5) Given the product [CH3:14][C:13]([C:11]1[S:12][C:8]([C:6]2[CH:5]=[CH:4][N:3]=[C:2]([NH:39][CH2:35][CH:36]([CH3:38])[CH3:37])[N:7]=2)=[C:9]([C:17]2[CH:18]=[C:19]([NH:23][S:24]([C:27]3[CH:32]=[C:31]([F:33])[CH:30]=[CH:29][C:28]=3[F:34])(=[O:26])=[O:25])[CH:20]=[CH:21][CH:22]=2)[N:10]=1)([CH3:16])[CH3:15], predict the reactants needed to synthesize it. The reactants are: Cl[C:2]1[N:7]=[C:6]([C:8]2[S:12][C:11]([C:13]([CH3:16])([CH3:15])[CH3:14])=[N:10][C:9]=2[C:17]2[CH:18]=[C:19]([NH:23][S:24]([C:27]3[CH:32]=[C:31]([F:33])[CH:30]=[CH:29][C:28]=3[F:34])(=[O:26])=[O:25])[CH:20]=[CH:21][CH:22]=2)[CH:5]=[CH:4][N:3]=1.[CH2:35]([NH2:39])[CH:36]([CH3:38])[CH3:37]. (6) Given the product [NH4+:29].[CH2:73]([CH:68]([CH2:69][CH2:70][CH2:71][CH3:72])[CH2:67][C:47]([CH2:46][CH:84]([CH2:85][CH3:86])[CH2:83][CH2:82][CH2:81][CH3:80])([C:48]([OH:50])=[O:49])[CH:54]([S:1]([OH:5])(=[O:3])=[O:2])[C:53]([OH:57])=[O:56])[CH3:74], predict the reactants needed to synthesize it. The reactants are: [S:1]([O:5]OS([O-])(=O)=O)([O-])(=[O:3])=[O:2].[NH4+].[NH4+].S(OOS([O-])(=O)=O)([O-])(=O)=O.[K+].[K+].O.O.O.O.[N:29](C(C)(C)C(N[CH2:46][CH2:47][C:48]([OH:50])=[O:49])=N)=NC(C)(C)C(NCCC(O)=O)=N.[C:53]([O:57]CCCC)(=[O:56])[CH:54]=C.C(O[CH2:67][CH:68]([CH2:73][CH3:74])[CH2:69][CH2:70][CH2:71][CH3:72])(=O)C=C.C(O[CH2:80][CH2:81][CH2:82][CH2:83][CH2:84][CH:85](C)[CH3:86])(=O)C=C.C(OCC=C)(=O)C(C)=C.C(OC)(=O)C(C)=C. (7) Given the product [N:10]([CH2:9][C@@H:8]([NH2:7])[C:13]1[CH:17]=[CH:16][S:15][CH:14]=1)=[N+:11]=[N-:12], predict the reactants needed to synthesize it. The reactants are: C(OC(=O)[NH:7][C@@H:8]([C:13]1[CH:17]=[CH:16][S:15][CH:14]=1)[CH2:9][N:10]=[N+:11]=[N-:12])(C)(C)C. (8) Given the product [O:45]=[C:43]1[NH:42][C:41](=[O:46])[CH:40]([CH2:39][C:38]2[CH:37]=[CH:36][C:35]([O:34][CH2:33][C:31]3[N:30]([CH3:49])[C:29]4[CH:50]=[C:25]([O:24][C:23]5[CH:51]=[CH:52][C:20]([NH:19][C:8](=[O:15])[C:9]6[CH:14]=[CH:13][CH:12]=[CH:11][CH:10]=6)=[CH:21][CH:22]=5)[CH:26]=[CH:27][C:28]=4[N:32]=3)=[CH:48][CH:47]=2)[S:44]1, predict the reactants needed to synthesize it. The reactants are: C(N(CC)CC)C.[C:8](Cl)(=[O:15])[C:9]1[CH:14]=[CH:13][CH:12]=[CH:11][CH:10]=1.Cl.Cl.[NH2:19][C:20]1[CH:52]=[CH:51][C:23]([O:24][C:25]2[CH:26]=[CH:27][C:28]3[N:32]=[C:31]([CH2:33][O:34][C:35]4[CH:48]=[CH:47][C:38]([CH2:39][CH:40]5[S:44][C:43](=[O:45])[NH:42][C:41]5=[O:46])=[CH:37][CH:36]=4)[N:30]([CH3:49])[C:29]=3[CH:50]=2)=[CH:22][CH:21]=1.